This data is from Reaction yield outcomes from USPTO patents with 853,638 reactions. The task is: Predict the reaction yield, written as a fraction of the theoretical maximum amount of product (1.0 means a 100% yield; for example, 0.34 means a 34% yield). (1) The reactants are Cl[C:2](Cl)([O:4]C(=O)OC(Cl)(Cl)Cl)Cl.[F:13][C:14]([F:22])([F:21])[CH:15]([OH:20])[C:16]([F:19])([F:18])[F:17].C(N(C(C)C)C(C)C)C.[CH3:32][C@H:33]1[NH:38][CH2:37][CH2:36][N:35]([CH2:39][C:40]2[CH:45]=[CH:44][C:43]([N:46]3[CH2:51][CH2:50][O:49][CH2:48][CH2:47]3)=[CH:42][C:41]=2[C:52]([F:55])([F:54])[F:53])[CH2:34]1. The catalyst is CN(C)C1C=CN=CC=1.O.ClCCl. The product is [CH3:32][C@@H:33]1[CH2:34][N:35]([CH2:39][C:40]2[CH:45]=[CH:44][C:43]([N:46]3[CH2:51][CH2:50][O:49][CH2:48][CH2:47]3)=[CH:42][C:41]=2[C:52]([F:55])([F:53])[F:54])[CH2:36][CH2:37][N:38]1[C:2]([O:20][CH:15]([C:16]([F:19])([F:18])[F:17])[C:14]([F:22])([F:21])[F:13])=[O:4]. The yield is 0.730. (2) The product is [Cl:18][C:19]1[C:20]([O:39][CH3:40])=[CH:21][CH:22]=[C:23]2[C:28]=1[N:27]=[C:26]([N:29]1[CH:33]=[CH:32][C:31]([C:34]([F:37])([F:35])[F:36])=[N:30]1)[CH:25]=[C:24]2[O:9][C@@H:7]1[CH2:6][N:5]([C:10]([O:12][C:13]([CH3:14])([CH3:16])[CH3:15])=[O:11])[C@H:4]([C:3]([O:2][CH3:1])=[O:17])[CH2:8]1. The reactants are [CH3:1][O:2][C:3](=[O:17])[C@@H:4]1[CH2:8][C@@H:7]([OH:9])[CH2:6][N:5]1[C:10]([O:12][C:13]([CH3:16])([CH3:15])[CH3:14])=[O:11].[Cl:18][C:19]1[C:20]([O:39][CH3:40])=[CH:21][CH:22]=[C:23]2[C:28]=1[N:27]=[C:26]([N:29]1[CH:33]=[CH:32][C:31]([C:34]([F:37])([F:36])[F:35])=[N:30]1)[CH:25]=[C:24]2O.C(OC(C(CCC=CCCCCCCCCCC)CCC)=O)C. No catalyst specified. The yield is 0.900. (3) The reactants are [Cl:1][C:2]1[CH:7]=[CH:6][C:5]([Cl:8])=[CH:4][C:3]=1[C:9](=[O:11])[CH3:10].[BrH:12].BrBr.C(=O)([O-])[O-].[Na+].[Na+].S([O-])([O-])(=O)=S.[Na+].[Na+]. The catalyst is C(O)(=O)C. The product is [Br:12][CH2:10][C:9]([C:3]1[CH:4]=[C:5]([Cl:8])[CH:6]=[CH:7][C:2]=1[Cl:1])=[O:11]. The yield is 0.500. (4) The reactants are [C:1](=[O:4])([O-])[O-].[K+].[K+].Br[C:8]1[CH:13]=[CH:12][C:11]([NH:14][C:15]([C:17]2[CH:18]=[C:19]([C:25]3[CH:30]=[CH:29][CH:28]=[C:27](OC)[CH:26]=3)[C:20]([O:23][CH3:24])=[CH:21][CH:22]=2)=[O:16])=[C:10]([N+:33]([O-:35])=[O:34])[CH:9]=1. The catalyst is O1CCOCC1.C1C=CC(P(C2C=CC=CC=2)[C-]2C=CC=C2)=CC=1.C1C=CC(P(C2C=CC=CC=2)[C-]2C=CC=C2)=CC=1.Cl[Pd]Cl.[Fe+2]. The product is [OH:23][C:20]1[CH:21]=[CH:22][C:17]([C:8]2[CH:13]=[CH:12][C:11]([NH:14][C:15]([C:17]3[CH:18]=[C:19]([C:25]4[CH:26]=[CH:27][CH:28]=[C:29]([O:4][CH3:1])[CH:30]=4)[C:20]([O:23][CH3:24])=[CH:21][CH:22]=3)=[O:16])=[C:10]([N+:33]([O-:35])=[O:34])[CH:9]=2)=[CH:18][CH:19]=1. The yield is 0.920. (5) The reactants are [CH2:1]([NH:8][C:9]([C:11]1[S:15][C:14]([NH:16][C:17](=[O:26])[C:18]2[CH:23]=[CH:22][C:21]([C:24]#[N:25])=[CH:20][CH:19]=2)=[N:13][C:12]=1[CH3:27])=[O:10])[C:2]1[CH:7]=[CH:6][CH:5]=[CH:4][CH:3]=1.[N-:28]=[N+:29]=[N-:30].[Na+].[Cl-].[NH4+].Cl. The catalyst is CN(C)C=O.[Cl-].[Na+].O.C(OCC)(=O)C. The product is [CH2:1]([NH:8][C:9]([C:11]1[S:15][C:14]([NH:16][C:17](=[O:26])[C:18]2[CH:19]=[CH:20][C:21]([C:24]3[N:28]=[N:29][NH:30][N:25]=3)=[CH:22][CH:23]=2)=[N:13][C:12]=1[CH3:27])=[O:10])[C:2]1[CH:7]=[CH:6][CH:5]=[CH:4][CH:3]=1. The yield is 0.230. (6) The reactants are [Br:1][C:2]1[CH:3]=[CH:4][C:5]([OH:18])=[C:6]([C:8](=[O:17])[CH2:9][C:10]2[CH:15]=[CH:14][CH:13]=[C:12]([F:16])[CH:11]=2)[CH:7]=1.[C:19](OC(=O)CC)(=O)[CH2:20][CH3:21].Cl. The catalyst is C(N(CC)CC)C. The product is [Br:1][C:2]1[CH:7]=[C:6]2[C:5](=[CH:4][CH:3]=1)[O:18][C:19]([CH2:20][CH3:21])=[C:9]([C:10]1[CH:15]=[CH:14][CH:13]=[C:12]([F:16])[CH:11]=1)[C:8]2=[O:17]. The yield is 0.390. (7) The reactants are [OH:1][C@@:2]1([C:9]#[C:10][C:11]2[CH:12]=[C:13]([C:17]3[N:22]=[C:21]([C:23]([O:25]C)=O)[CH:20]=[C:19]([N:27]4[CH:31]=[C:30]([CH3:32])[CH:29]=[N:28]4)[N:18]=3)[CH:14]=[CH:15][CH:16]=2)[CH2:6][CH2:5][N:4]([CH3:7])[C:3]1=[O:8].[NH3:33]. No catalyst specified. The product is [OH:1][C@@:2]1([C:9]#[C:10][C:11]2[CH:12]=[C:13]([C:17]3[N:22]=[C:21]([C:23]([NH2:33])=[O:25])[CH:20]=[C:19]([N:27]4[CH:31]=[C:30]([CH3:32])[CH:29]=[N:28]4)[N:18]=3)[CH:14]=[CH:15][CH:16]=2)[CH2:6][CH2:5][N:4]([CH3:7])[C:3]1=[O:8]. The yield is 0.100. (8) The reactants are Cl.[N:2]1[N:3]=[C:4]([C:7]2[CH:12]=[CH:11][C:10]([C:13]3[N:18]=[C:17]4[N:19]([CH2:23][CH2:24][N:25]5[CH2:30][CH2:29][CH2:28][CH2:27][CH2:26]5)[C:20](=[O:22])[NH:21][C:16]4=[N:15][CH:14]=3)=[CH:9][CH:8]=2)[NH:5][CH:6]=1.Cl.O=C1NC2=NC=C(C3C=CC(C(=N)OCC)=CC=3)N=C2N1CCN1CCCCC1.C(NN)=O.C(N(CC)CC)C.Cl. The catalyst is CO.CCOCC. The product is [N:2]1[N:3]=[C:4]([C:7]2[CH:8]=[CH:9][C:10]([C:13]3[N:18]=[C:17]4[N:19]([CH2:23][CH2:24][N:25]5[CH2:26][CH2:27][CH2:28][CH2:29][CH2:30]5)[C:20](=[O:22])[NH:21][C:16]4=[N:15][CH:14]=3)=[CH:11][CH:12]=2)[NH:5][CH:6]=1. The yield is 0.0810. (9) The reactants are C1(P(C2C=CC=CC=2)C2C=CC=CC=2)C=CC=CC=1.Br[C:21]1[N:29]2[C:24]([CH:25]=[N:26][C:27]([S:30][CH3:31])=[N:28]2)=[CH:23][CH:22]=1.CC1(C)C(C)(C)OB([C:40]2[CH:45]=[CH:44][CH:43]=[CH:42][C:41]=2[O:46]C(=O)C)O1.C(=O)([O-])[O-].[Na+].[Na+].O. The catalyst is C([O-])(=O)C.[Pd+2].C([O-])(=O)C.CN(C)C=O. The product is [CH3:31][S:30][C:27]1[N:26]=[CH:25][C:24]2=[CH:23][CH:22]=[C:21]([C:40]3[CH:45]=[CH:44][CH:43]=[CH:42][C:41]=3[OH:46])[N:29]2[N:28]=1. The yield is 0.920. (10) The reactants are Br[C:2]1[CH:7]=[CH:6][N:5]=[C:4]2[N:8](S(C3C=CC=CC=3)(=O)=O)[C:9]([CH3:11])=[CH:10][C:3]=12.[O:21]=[S:22]1(=[O:46])[CH2:26][CH2:25][CH:24]([NH:27][S:28]([C:31]2[CH:36]=[CH:35][C:34](B3OC(C)(C)C(C)(C)O3)=[CH:33][CH:32]=2)(=[O:30])=[O:29])[CH2:23]1.[O-]P([O-])([O-])=O.[K+].[K+].[K+].[OH-].[Na+]. The catalyst is O1CCOCC1.O.O. The product is [O:46]=[S:22]1(=[O:21])[CH2:26][CH2:25][CH:24]([NH:27][S:28]([C:31]2[CH:36]=[CH:35][C:34]([C:2]3[CH:7]=[CH:6][N:5]=[C:4]4[NH:8][C:9]([CH3:11])=[CH:10][C:3]=34)=[CH:33][CH:32]=2)(=[O:29])=[O:30])[CH2:23]1. The yield is 0.160.